Task: Predict the product of the given reaction.. Dataset: Forward reaction prediction with 1.9M reactions from USPTO patents (1976-2016) (1) Given the reactants [CH3:1][O:2][C:3]1[CH:22]=[CH:21][C:6]([CH2:7][C@@H:8]2[C:12]3=[N:13][C:14]4[CH:19]=[CH:18][CH:17]=[CH:16][C:15]=4[N:11]3[C:10](=[O:20])[NH:9]2)=[CH:5][CH:4]=1.[NH2:23][C@H:24]1[CH2:29][CH2:28][CH2:27][CH2:26][C@H:25]1[OH:30].C(O)(C(F)(F)F)=O, predict the reaction product. The product is: [NH:11]1[C:15]2[CH:16]=[CH:17][CH:18]=[CH:19][C:14]=2[N:13]=[C:12]1[C@H:8]([NH:9][C:10]([NH:23][C@@H:24]1[CH2:29][CH2:28][CH2:27][CH2:26][C@@H:25]1[OH:30])=[O:20])[CH2:7][C:6]1[CH:21]=[CH:22][C:3]([O:2][CH3:1])=[CH:4][CH:5]=1. (2) Given the reactants [N:1]1([C:7]([N:9]2[CH2:14][CH:13]([C:15]3[CH:20]=[CH:19][C:18]([O:21][C:22]([F:25])([F:24])[F:23])=[CH:17][CH:16]=3)[CH2:12][CH:11]([C:26]([NH:28][NH:29][C:30]([C:32]3[CH:37]=[CH:36][CH:35]=[CH:34][CH:33]=3)=O)=O)[CH2:10]2)=[O:8])[CH2:6][CH2:5][O:4][CH2:3][CH2:2]1.COC1C=CC(P2(SP(C3C=CC(OC)=CC=3)(=S)S2)=[S:47])=CC=1, predict the reaction product. The product is: [N:1]1([C:7]([N:9]2[CH2:14][CH:13]([C:15]3[CH:20]=[CH:19][C:18]([O:21][C:22]([F:25])([F:24])[F:23])=[CH:17][CH:16]=3)[CH2:12][CH:11]([C:26]3[S:47][C:30]([C:32]4[CH:37]=[CH:36][CH:35]=[CH:34][CH:33]=4)=[N:29][N:28]=3)[CH2:10]2)=[O:8])[CH2:6][CH2:5][O:4][CH2:3][CH2:2]1. (3) Given the reactants [NH2:1][C:2]1[C:3]([C:12]([NH:14][CH:15]([CH:20]2[CH2:25][CH2:24][CH:23]([NH:26][C:27]([O:29][C:30]([CH3:33])([CH3:32])[CH3:31])=[O:28])[CH2:22][CH2:21]2)[C:16]([O:18][CH3:19])=[O:17])=[O:13])=[CH:4][C:5]2[C:10]([CH:11]=1)=[CH:9][CH:8]=[CH:7][CH:6]=2.[N:34]([C:37]1[C:42]([CH3:43])=[CH:41][C:40]([CH3:44])=[CH:39][C:38]=1[CH3:45])=[C:35]=[O:36], predict the reaction product. The product is: [CH3:19][O:18][C:16](=[O:17])[CH:15]([CH:20]1[CH2:25][CH2:24][CH:23]([NH:26][C:27]([O:29][C:30]([CH3:33])([CH3:32])[CH3:31])=[O:28])[CH2:22][CH2:21]1)[NH:14][C:12]([C:3]1[C:2]([NH:1][C:35]([NH:34][C:37]2[C:38]([CH3:45])=[CH:39][C:40]([CH3:44])=[CH:41][C:42]=2[CH3:43])=[O:36])=[CH:11][C:10]2[C:5](=[CH:6][CH:7]=[CH:8][CH:9]=2)[CH:4]=1)=[O:13].